Dataset: Full USPTO retrosynthesis dataset with 1.9M reactions from patents (1976-2016). Task: Predict the reactants needed to synthesize the given product. Given the product [C:19]1([C:2]2[N:6]3[N:7]=[C:8]([NH:11][C@H:12]4[CH2:17][CH2:16][C@H:15]([OH:18])[CH2:14][CH2:13]4)[CH:9]=[CH:10][C:5]3=[N:4][CH:3]=2)[CH:24]=[CH:23][CH:22]=[CH:21][CH:20]=1, predict the reactants needed to synthesize it. The reactants are: I[C:2]1[N:6]2[N:7]=[C:8]([NH:11][C@H:12]3[CH2:17][CH2:16][C@H:15]([OH:18])[CH2:14][CH2:13]3)[CH:9]=[CH:10][C:5]2=[N:4][CH:3]=1.[C:19]1(B(O)O)[CH:24]=[CH:23][CH:22]=[CH:21][CH:20]=1.C(=O)([O-])[O-].[Na+].[Na+].Cl.